From a dataset of Full USPTO retrosynthesis dataset with 1.9M reactions from patents (1976-2016). Predict the reactants needed to synthesize the given product. (1) Given the product [SH:17][C:2]1[CH:3]=[C:4]([C:8](=[O:10])[CH3:9])[CH:5]=[CH:6][CH:7]=1, predict the reactants needed to synthesize it. The reactants are: N[C:2]1[CH:3]=[C:4]([C:8](=[O:10])[CH3:9])[CH:5]=[CH:6][CH:7]=1.N([O-])=O.[Na+].O(CC)C([S-])=[S:17].[K+].[OH-].[K+]. (2) Given the product [OH:14][CH2:13][CH2:12][NH:11][C:9](=[O:10])[CH2:8][C:4]1[CH:5]=[CH:6][CH:7]=[C:2]([NH:1][C:17]2[C:16]([Cl:15])=[CH:21][C:20]([Cl:22])=[CH:19][C:18]=2[Cl:23])[CH:3]=1, predict the reactants needed to synthesize it. The reactants are: [NH2:1][C:2]1[CH:3]=[C:4]([CH2:8][C:9]([NH:11][CH2:12][CH2:13][OH:14])=[O:10])[CH:5]=[CH:6][CH:7]=1.[Cl:15][C:16]1[CH:21]=[C:20]([Cl:22])[CH:19]=[C:18]([Cl:23])[C:17]=1Br.C([O-])([O-])=O.[K+].[K+].CC1(C)C2C(=C(P(C3C=CC=CC=3)C3C=CC=CC=3)C=CC=2)OC2C(P(C3C=CC=CC=3)C3C=CC=CC=3)=CC=CC1=2. (3) Given the product [C:1]([C:3]1[CH:4]=[C:5]([CH:10]=[CH:11][C:12]=1[O:13][CH:16]([CH3:20])[CH3:17])[C:6]([O:8][CH3:9])=[O:7])#[N:2], predict the reactants needed to synthesize it. The reactants are: [C:1]([C:3]1[CH:4]=[C:5]([CH:10]=[CH:11][C:12]=1[OH:13])[C:6]([O:8][CH3:9])=[O:7])#[N:2].[BH4-].[Na+].[CH2:16]1[CH2:20]OC[CH2:17]1.